Task: Predict which catalyst facilitates the given reaction.. Dataset: Catalyst prediction with 721,799 reactions and 888 catalyst types from USPTO (1) Reactant: Br[C:2]1[CH:7]=[CH:6][C:5]([C:8]2[C:9]([S:14]([NH:17][CH3:18])(=[O:16])=[O:15])=[CH:10][CH:11]=[CH:12][CH:13]=2)=[CH:4][C:3]=1[F:19].[CH3:20][C:21]1([CH3:37])[C:25]([CH3:27])([CH3:26])[O:24][B:23]([B:23]2[O:24][C:25]([CH3:27])([CH3:26])[C:21]([CH3:37])([CH3:20])[O:22]2)[O:22]1.CC([O-])=O.[K+].C(Cl)Cl. Product: [F:19][C:3]1[CH:4]=[C:5]([C:8]2[C:9]([S:14]([NH:17][CH3:18])(=[O:16])=[O:15])=[CH:10][CH:11]=[CH:12][CH:13]=2)[CH:6]=[CH:7][C:2]=1[B:23]1[O:24][C:25]([CH3:27])([CH3:26])[C:21]([CH3:37])([CH3:20])[O:22]1. The catalyst class is: 684. (2) Reactant: Br[CH2:2][CH2:3][O:4][C:5]1[C:10]([CH3:11])=[CH:9][C:8]([C:12]2[NH:21][C:20](=[O:22])[C:19]3[C:14](=[CH:15][C:16]([O:25][CH3:26])=[CH:17][C:18]=3[O:23][CH3:24])[N:13]=2)=[CH:7][C:6]=1[CH3:27].[CH2:28]1[C:36]2[C:31](=[CH:32][CH:33]=[CH:34][CH:35]=2)[CH2:30][NH:29]1. Product: [CH2:28]1[C:36]2[C:31](=[CH:32][CH:33]=[CH:34][CH:35]=2)[CH2:30][N:29]1[CH2:2][CH2:3][O:4][C:5]1[C:10]([CH3:11])=[CH:9][C:8]([C:12]2[NH:21][C:20](=[O:22])[C:19]3[C:14](=[CH:15][C:16]([O:25][CH3:26])=[CH:17][C:18]=3[O:23][CH3:24])[N:13]=2)=[CH:7][C:6]=1[CH3:27]. The catalyst class is: 3. (3) Reactant: [CH3:1][O:2][C:3]1[C:11]([CH3:12])=[C:10]2[C:6]([C:7](=[O:13])[O:8][CH2:9]2)=[C:5]([O:14][CH2:15][CH2:16][Si:17]([CH3:20])([CH3:19])[CH3:18])[C:4]=1[CH2:21][CH:22]=[C:23]([CH3:26])[CH:24]=[O:25].[Li+].[BH4-]. Product: [OH:25][CH2:24][C:23]([CH3:26])=[CH:22][CH2:21][C:4]1[C:5]([O:14][CH2:15][CH2:16][Si:17]([CH3:18])([CH3:20])[CH3:19])=[C:6]2[C:10]([CH2:9][O:8][C:7]2=[O:13])=[C:11]([CH3:12])[C:3]=1[O:2][CH3:1]. The catalyst class is: 92. (4) Reactant: [NH2:1][C:2]1[CH:3]=[CH:4][C:5]([O:12][CH:13]([C:20]2[CH:25]=[CH:24][CH:23]=[C:22]([Cl:26])[CH:21]=2)[C:14]2[CH:19]=[CH:18][CH:17]=[CH:16][CH:15]=2)=[C:6]([CH:11]=1)[C:7]([O:9][CH3:10])=[O:8].[CH3:27][O:28][C:29]1[CH:30]=[C:31]([N:37]=[C:38]=[O:39])[CH:32]=[CH:33][C:34]=1[O:35][CH3:36]. Product: [CH3:27][O:28][C:29]1[CH:30]=[C:31]([NH:37][C:38]([NH:1][C:2]2[CH:3]=[CH:4][C:5]([O:12][CH:13]([C:20]3[CH:25]=[CH:24][CH:23]=[C:22]([Cl:26])[CH:21]=3)[C:14]3[CH:19]=[CH:18][CH:17]=[CH:16][CH:15]=3)=[C:6]([CH:11]=2)[C:7]([O:9][CH3:10])=[O:8])=[O:39])[CH:32]=[CH:33][C:34]=1[O:35][CH3:36]. The catalyst class is: 1. (5) Reactant: [N:1]1[CH:6]=[CH:5][C:4]([N:7]2[CH2:12][CH2:11][CH:10]([OH:13])[CH2:9][CH2:8]2)=[CH:3][CH:2]=1.CS(O)(=O)=O.N1C2C(=CC=CC=2)C=CC=1.[C:29](Cl)(Cl)=[O:30].C1(C)C=CC=CC=1.[CH3:40][O:41][C:42]1[CH:47]=[CH:46][C:45]([NH:48][C:49](=[O:57])[C:50]2[CH:55]=[CH:54][CH:53]=[CH:52][C:51]=2[NH2:56])=[CH:44][CH:43]=1. Product: [CH3:40][O:41][C:42]1[CH:43]=[CH:44][C:45]([NH:48][C:49](=[O:57])[C:50]2[CH:55]=[CH:54][CH:53]=[CH:52][C:51]=2[NH:56][C:29]([O:13][CH:10]2[CH2:11][CH2:12][N:7]([C:4]3[CH:5]=[CH:6][N:1]=[CH:2][CH:3]=3)[CH2:8][CH2:9]2)=[O:30])=[CH:46][CH:47]=1. The catalyst class is: 2. (6) Reactant: [C-:1]#[N:2].[K+].Cl[C:5]1[S:6][C:7]2[CH:13]=[C:12]([NH:14][CH:15]([CH3:17])[CH3:16])[CH:11]=[CH:10][C:8]=2[N:9]=1.P([O-])([O-])([O-])=O.[K+].[K+].[K+]. Product: [C:1]([C:5]1[S:6][C:7]2[CH:13]=[C:12]([NH:14][CH:15]([CH3:17])[CH3:16])[CH:11]=[CH:10][C:8]=2[N:9]=1)#[N:2]. The catalyst class is: 16.